This data is from Peptide-MHC class II binding affinity with 134,281 pairs from IEDB. The task is: Regression. Given a peptide amino acid sequence and an MHC pseudo amino acid sequence, predict their binding affinity value. This is MHC class II binding data. The peptide sequence is LGGLWKTVSPHRSPI. The MHC is DRB1_1101 with pseudo-sequence DRB1_1101. The binding affinity (normalized) is 0.503.